This data is from Catalyst prediction with 721,799 reactions and 888 catalyst types from USPTO. The task is: Predict which catalyst facilitates the given reaction. Reactant: Cl.[O:2]=[C:3]([C:14]1[CH:19]=[CH:18][CH:17]=[CH:16][CH:15]=1)[CH2:4][C:5](SC1C=CC=CC=1)=[NH:6].[Br:20][C:21]1[CH:27]=[C:26]([O:28][CH3:29])[CH:25]=[CH:24][C:22]=1[NH2:23]. Product: [Br:20][C:21]1[CH:27]=[C:26]([O:28][CH3:29])[CH:25]=[CH:24][C:22]=1[NH:23][C:5](=[NH:6])[CH2:4][C:3](=[O:2])[C:14]1[CH:15]=[CH:16][CH:17]=[CH:18][CH:19]=1. The catalyst class is: 15.